This data is from Antibody paratope prediction from SAbDab with 1,023 antibody chains. The task is: Token-level Classification. Given an antibody amino acid sequence, predict which amino acid positions are active in antigen binding. Output is a list of indices for active paratope positions. (1) Given the antibody sequence: QVQLQQSGPGLVKPSQTLSLTCVISGDTVSSNRAAWNWIRQSPSRGLEWLGRTYYRSKWYTDYAVSVKSRITITPDTSKNQFSLQMKSVTPEDTAVYYCARGSAMIFGIVIILESWGQGTLVTVSS, which amino acid positions are active in antigen binding (paratope)? The paratope positions are: [31, 32, 54, 55, 86, 87, 88, 107, 108, 109, 110, 111, 112]. (2) Given the antibody sequence: QVQLQESGPDLVKPSSSLKLTCTTTGYSISSGYSWHWIRQEPGKSLEWMGYIHYSGSTDYNDSLKARITITRDTASNMFFLQLSSVTSDDTAVYYCVIYRYDGQWVFDDWGAGTTVTVSS, which amino acid positions are active in antigen binding (paratope)? The paratope positions are: [31, 53, 83, 84, 85, 104, 105, 106]. (3) Given the antibody sequence: EVQLVESGGGLVQPGGSLRLSCAASGFNVSYSSIHWVRQAPGKGLEWVASIYSYYGYTYYADSVKGRFTISADTSKNTAYLQMNSLRAEDTAVYYCARGYYGAAMDYWGQGTLVTVSS, which amino acid positions are active in antigen binding (paratope)? The paratope positions are: [52, 83, 84, 85, 104]. (4) Given the antibody sequence: QVQLVESGGGVVQPGRSLRLSCAASGFTFSSYGMHWVRQAPGKGLEWVAVIWYDGSNKFYEDSVKGRFTISRDNSKNTLYLQMDSLRAEDTAVYYCAREGAAVRSFYYSYYGMDVWGQGTTVTVSS, which amino acid positions are active in antigen binding (paratope)? The paratope positions are: [52, 83, 84, 85, 104, 105, 106, 107, 108, 109, 110, 111, 112]. (5) Given the antibody sequence: EVQLVESGPVMRKPGSSMKISCATSGYNFRDFSIHWVRFNRRYGFEWIGWIKPMWGAVNYARQLQGRVSMSRLFSQDLYYPDRGTAYLEFSGLTSADTADYFCVRRGSSCPHCGDFHFEHWGQGTAVVVS, which amino acid positions are active in antigen binding (paratope)? The paratope positions are: [52, 77, 78, 79, 80, 81, 82, 83, 90, 91, 92, 111, 112, 113, 114, 115, 116, 117]. (6) Given the antibody sequence: QVTLKESGPGILKPSQTLSLTCSLSGFSLRTSGMGVGWIRQPSGKGLEWLAHIWWDDDKNYNPSLKSQLTISKDTSRNQVFLKITSVDTADTATYYCVRRAHNVVLGDWFAYWGQGTLVTVS, which amino acid positions are active in antigen binding (paratope)? The paratope positions are: [31, 32, 54, 84, 85, 86, 105, 106, 107, 108, 109].